This data is from Drug-target binding data from BindingDB using IC50 measurements. The task is: Regression. Given a target protein amino acid sequence and a drug SMILES string, predict the binding affinity score between them. We predict pIC50 (pIC50 = -log10(IC50 in M); higher means more potent). Dataset: bindingdb_ic50. (1) The drug is COc1cccc(S(=O)(=O)CC(N)C(=O)O)c1N. The target protein (P70712) has sequence MEPSPLELPVDAVRRIATELNCDPTDERVALRLDEEDKLKRFKDCFYIPKMRDLPSIDLSLVNEDDNAIYFLGNSLGLQPKMVKTYLEEELDKWAKIGAYGHEVGKRPWIIGDESIVSLMKDIVGAHEKEIALMNALTVNLHLLLLSFFKPTPKRHKILLEAKAFPSDHYAIESQIQLHGLDVEKSMRMIKPREGEETLRMEDILEVIEKEGDSIAVVLFSGLHFYTGQLFNIPAITQAGHAKGCFVGFDLAHAVGNVELHLHDWDVDFACWCSYKYLNSGAGGLAGAFIHEKHAHTIKPALVGWFGHELSTRFNMDNKLQLIPGVNGFRISNPPILLVCSLHASLEIFQQATMTALRRKSILLTGYLEYLLKHYHGGNDTENKRPVVNIITPSRAEERGCQLTLTFSISKKGVFKELEKRGVVCDKREPEGIRVAPVPLYNSFHDVYKFIRLLTAILDSTERN. The pIC50 is 4.5. (2) The compound is Nc1nc2c(ncn2[C@@H]2O[C@H](COP(=O)(O)OP(=O)(O)O)[C@@H](O)[C@H]2O)c(=O)[nH]1. The target protein (Q11130) has sequence MNNAGHGPTRRLRGLGVLAGVALLAALWLLWLLGSAPRGTPAPQPTITILVWHWPFTDQPPELPSDTCTRYGIARCHLSANRSLLASADAVVFHHRELQTRRSHLPLAQRPRGQPWVWASMESPSHTHGLSHLRGIFNWVLSYRRDSDIFVPYGRLEPHWGPSPPLPAKSRVAAWVVSNFQERQLRARLYRQLAPHLRVDVFGRANGRPLCASCLVPTVAQYRFYLSFENSQHRDYITEKFWRNALVAGTVPVVLGPPRATYEAFVPADAFVHVDDFGSARELAAFLTGMNESRYQRFFAWRDRLRVRLFTDWRERFCAICDRYPHLPRSQVYEDLEGWFQA. The pIC50 is 5.6. (3) The compound is CNc1nccc(-c2nc(C3CCNCC3)[nH]c2-c2cccc(C(F)(F)F)c2)n1. The target protein (P48730) has sequence MELRVGNRYRLGRKIGSGSFGDIYLGTDIAAGEEVAIKLECVKTKHPQLHIESKIYKMMQGGVGIPTIRWCGAEGDYNVMVMELLGPSLEDLFNFCSRKFSLKTVLLLADQMISRIEYIHSKNFIHRDVKPDNFLMGLGKKGNLVYIIDFGLAKKYRDARTHQHIPYRENKNLTGTARYASINTHLGIEQSRRDDLESLGYVLMYFNLGSLPWQGLKAATKRQKYERISEKKMSTPIEVLCKGYPSEFATYLNFCRSLRFDDKPDYSYLRQLFRNLFHRQGFSYDYVFDWNMLKFGASRAADDAERERRDREERLRHSRNPATRGLPSTASGRLRGTQEVAPPTPLTPTSHTANTSPRPVSGMERERKVSMRLHRGAPVNISSSDLTGRQDTSRMSTSQIPGRVASSGLQSVVHR. The pIC50 is 5.8. (4) The pIC50 is 4.8. The drug is CNC(=O)c1nc(-c2nc(-c3cnc4ccccn34)c(C)nc2N)n(C)n1. The target protein (Q99570) has sequence MGNQLAGIAPSQILSVESYFSDIHDFEYDKSLGSTRFFKVARAKHREGLVVVKVFAIQDPTLPLTSYKQELEELKIRLNSAQNCLPFQKASEKASEKAAMLFRQYVRDNLYDRISTRPFLNNIEKRWIAFQILTAVDQAHKSGVRHGDIKTENVMVTSWNWVLLTDFASFKPTYLPEDNPADFNYFFDTSRRRTCYIAPERFVDGGMFATELEYMRDPSTPLVDLNSNQRTRGELKRAMDIFSAGCVIAELFTEGVPLFDLSQLLAYRNGHFFPEQVLNKIEDHSIRELVTQMIHREPDKRLEAEDYLKQQRGNAFPEIFYTFLQPYMAQFAKETFLSADERILVIRKDLGNIIHNLCGHDLPEKAEGEPKENGLVILVSVITSCLQTLKYCDSKLAALELILHLAPRLSVEILLDRITPYLLHFSNDSVPRVRAEALRTLTKVLALVKEVPRNDINIYPEYILPGIAHLAQDDATIVRLAYAENIALLAETALRFLELV.... (5) The pIC50 is 7.7. The small molecule is CC(C)C[C@H](NC(=O)CNC(=O)[C@H](C)NC(=O)[C@H](CC(C)C)NC(=O)[C@@H](N)CCCN=C(N)N)C(=O)N[C@@H](CC(C)C)C(=O)N[C@@H](CO)C(=O)N[C@@H](CCCN=C(N)N)C(=O)N[C@@H](CO)C(=O)NCC(=O)NCC(=O)N[C@H](C(=O)N[C@H](C(=O)N[C@@H](CCCCN)C(=O)N[C@@H](CC(N)=O)C(=O)N[C@@H](CC(N)=O)C(=O)N[C@@H](Cc1ccccc1)C(=O)N[C@H](C(=O)N1CCC[C@H]1C(=O)N[C@H](C(=O)N[C@@H](CC(N)=O)C(=O)N[C@H](C(=O)NCC(=O)N[C@@H](CO)C(=O)N[C@@H](CCCCN)C(=O)N[C@@H](C)C(=O)N[C@@H](Cc1ccccc1)C(N)=O)C(C)C)[C@@H](C)O)C(C)C)C(C)C)C(C)C. The target protein (Q63118) has sequence MMDKKCTLCFLFLLLLNMALIAAESEEGANQTDLGVTRNKIMTAQYECYQKIMQDPIQQGEGLYCNRTWDGWLCWNDVAAGTESMQYCPDYFQDFDPSEKVTKICDQDGNWFRHPDSNRTWTNYTLCNNSTHEKVKTALNLFYLTIIGHGLSIASLIISLIIFFYFKSLSCQRITLHKNLFFSFVCNSIVTIIHLTAVANNQALVATNPVSCKVSQFIHLYLMGCNYFWMLCEGIYLHTLIVVAVFAEKQHLMWYYFLGWGFPLLPACIHAIARSLYYNDNCWISSDTHLLYIIHGPICAALLVNLFFLLNIVRVLITKLKVTHQAESNLYMKAVRATLILVPLLGIEFVLFPWRPEGKVAEEVYDYVMHILMHYQGLLVSTIFCFFNGEVQAILRRNWNQYKIQFGNGFSHSDALRSASYTVSTISDVQGYSHDCPTEHLNGKSIQDIENVALKPEKMYDLVM.